Predict the product of the given reaction. From a dataset of Forward reaction prediction with 1.9M reactions from USPTO patents (1976-2016). (1) Given the reactants [C:1]([N:4]1[C:13]2[C:8](=[CH:9][C:10]([C:14]#[CH:15])=[CH:11][CH:12]=2)[C@H:7]([NH:16][C:17](=[O:22])[O:18][CH:19]([CH3:21])[CH3:20])[CH2:6][C@@H:5]1[CH3:23])(=[O:3])[CH3:2].CO.[N:26]([CH2:29][C:30]([O:32][CH3:33])=[O:31])=[N+:27]=[N-:28], predict the reaction product. The product is: [C:1]([N:4]1[C:13]2[C:8](=[CH:9][C:10]([C:14]3[N:28]=[N:27][N:26]([CH2:29][C:30]([O:32][CH3:33])=[O:31])[CH:15]=3)=[CH:11][CH:12]=2)[C@H:7]([NH:16][C:17]([O:18][CH:19]([CH3:20])[CH3:21])=[O:22])[CH2:6][C@@H:5]1[CH3:23])(=[O:3])[CH3:2]. (2) Given the reactants ClC1C=C(Cl)C=CC=1C(Cl)=O.[Cl:12][C:13]1[CH:18]=[C:17]([Cl:19])[CH:16]=[CH:15][C:14]=1[C:20]([N:22]=[C:23]=[S:24])=[O:21].[CH3:25][O:26][C:27]1[CH:28]=[C:29]2[C:34](=[CH:35][C:36]=1[O:37][CH3:38])[N:33]=[CH:32][CH:31]=[C:30]2[O:39][C:40]1[CH:46]=[CH:45][C:43]([NH2:44])=[CH:42][CH:41]=1.C1(C)C=CC=CC=1, predict the reaction product. The product is: [Cl:12][C:13]1[CH:18]=[C:17]([Cl:19])[CH:16]=[CH:15][C:14]=1[C:20]([N:22]=[C:23]=[S:24])=[O:21].[Cl:12][C:13]1[CH:18]=[C:17]([Cl:19])[CH:16]=[CH:15][C:14]=1[C:20]([NH:22][C:23]([NH:44][C:43]1[CH:45]=[CH:46][C:40]([O:39][C:30]2[C:29]3[C:34](=[CH:35][C:36]([O:37][CH3:38])=[C:27]([O:26][CH3:25])[CH:28]=3)[N:33]=[CH:32][CH:31]=2)=[CH:41][CH:42]=1)=[S:24])=[O:21]. (3) Given the reactants [NH:1]([C:8]1[C:16]2[O:15][CH2:14][C@@H:13]([N:17]([C:32](=[O:37])[C:33]([F:36])([F:35])[F:34])[C:18]3[CH:31]=[CH:30][C:21]4[C@H:22]([CH2:25][C:26]([O:28][CH3:29])=[O:27])[CH2:23][O:24][C:20]=4[CH:19]=3)[C:12]=2[CH:11]=[CH:10][CH:9]=1)[C:2]1[CH:7]=[CH:6][CH:5]=[CH:4][CH:3]=1.[CH2:38](I)[CH3:39].[H-].[Na+].O, predict the reaction product. The product is: [CH2:38]([N:1]([C:2]1[CH:3]=[CH:4][CH:5]=[CH:6][CH:7]=1)[C:8]1[C:16]2[O:15][CH2:14][C@@H:13]([N:17]([C:32](=[O:37])[C:33]([F:36])([F:35])[F:34])[C:18]3[CH:31]=[CH:30][C:21]4[C@H:22]([CH2:25][C:26]([O:28][CH3:29])=[O:27])[CH2:23][O:24][C:20]=4[CH:19]=3)[C:12]=2[CH:11]=[CH:10][CH:9]=1)[CH3:39]. (4) Given the reactants O.[OH-].[Li+].[CH3:4][C:5]1[N:6]=[CH:7][C:8]([C:11]2[N:15]([C:16]3[CH:17]=[N:18][C:19]([CH3:22])=[CH:20][CH:21]=3)[N:14]=[C:13]([C:23]([O:25]CC)=[O:24])[CH:12]=2)=[N:9][CH:10]=1.Cl, predict the reaction product. The product is: [CH3:4][C:5]1[N:6]=[CH:7][C:8]([C:11]2[N:15]([C:16]3[CH:17]=[N:18][C:19]([CH3:22])=[CH:20][CH:21]=3)[N:14]=[C:13]([C:23]([OH:25])=[O:24])[CH:12]=2)=[N:9][CH:10]=1. (5) Given the reactants [CH3:1][O:2][CH2:3][CH2:4][OH:5].[H-].[Na+].[Br:8][C:9]1[C:10]([CH3:16])=[N:11][C:12](Cl)=[CH:13][CH:14]=1, predict the reaction product. The product is: [Br:8][C:9]1[C:10]([CH3:16])=[N:11][C:12]([O:5][CH2:4][CH2:3][O:2][CH3:1])=[CH:13][CH:14]=1. (6) Given the reactants [CH:1]1[C:10]2[C:5](=[CH:6][CH:7]=[CH:8][CH:9]=2)[CH:4]=[CH:3][C:2]=1[N:11]1[CH2:16][CH2:15][CH:14]([C:17]([OH:19])=O)[CH2:13][CH2:12]1.BrC1C=CC2C(=CC=CC=2)C=1.[CH:31]1[C:44]2[C:35](=[N:36][C:37]3[C:42]([C:43]=2[NH2:45])=[CH:41][CH:40]=[CH:39][CH:38]=3)[CH:34]=[CH:33][CH:32]=1, predict the reaction product. The product is: [CH:41]1[C:42]2[C:37](=[N:36][C:35]3[C:44]([C:43]=2[NH:45][C:17]([CH:14]2[CH2:13][CH2:12][N:11]([C:2]4[CH:3]=[CH:4][C:9]5[C:10](=[CH:5][CH:6]=[CH:7][CH:8]=5)[CH:1]=4)[CH2:16][CH2:15]2)=[O:19])=[CH:31][CH:32]=[CH:33][CH:34]=3)[CH:38]=[CH:39][CH:40]=1. (7) Given the reactants [CH2:1]([O:3][C:4]([C:6]1[CH:14]=[C:13]2[C:9]([C:10]([C:19](=[O:30])[NH:20][CH2:21][C:22]3[CH:27]=[CH:26][C:25]([F:28])=[C:24]([F:29])[CH:23]=3)=[C:11]([C:15]([CH3:18])([CH3:17])[CH3:16])[NH:12]2)=[CH:8][CH:7]=1)=[O:5])[CH3:2].[CH2:31](Br)[C:32]1[CH:37]=[CH:36][CH:35]=[CH:34][CH:33]=1.C([O-])([O-])=O.[K+].[K+], predict the reaction product. The product is: [CH2:1]([O:3][C:4]([C:6]1[CH:14]=[C:13]2[C:9]([C:10]([C:19](=[O:30])[NH:20][CH2:21][C:22]3[CH:27]=[CH:26][C:25]([F:28])=[C:24]([F:29])[CH:23]=3)=[C:11]([C:15]([CH3:18])([CH3:17])[CH3:16])[N:12]2[CH2:31][C:32]2[CH:37]=[CH:36][CH:35]=[CH:34][CH:33]=2)=[CH:8][CH:7]=1)=[O:5])[CH3:2]. (8) Given the reactants [Si:1]([O:8][CH2:9][CH2:10][N:11]1[C:19]2[CH2:18][CH2:17][CH2:16][C:15](=[O:20])[C:14]=2[CH:13]=[N:12]1)([C:4]([CH3:7])([CH3:6])[CH3:5])([CH3:3])[CH3:2].[BH4-].[Na+], predict the reaction product. The product is: [Si:1]([O:8][CH2:9][CH2:10][N:11]1[C:19]2[CH2:18][CH2:17][CH2:16][CH:15]([OH:20])[C:14]=2[CH:13]=[N:12]1)([C:4]([CH3:7])([CH3:5])[CH3:6])([CH3:3])[CH3:2]. (9) Given the reactants [CH2:1]([N:3]1[C:7](=[NH:8])/[C:6](=[CH:9]\[C:10]2[CH:15]=[CH:14][C:13]([OH:16])=[C:12]([O:17][CH3:18])[CH:11]=2)/[N:5]([CH3:19])[C:4]1=[O:20])[CH3:2].C(=O)([O-])[O-].[K+].[K+].Br[CH2:28][C:29]1[CH:34]=[CH:33][CH:32]=[CH:31][C:30]=1[C:35]([F:38])([F:37])[F:36].[OH-].[Na+], predict the reaction product. The product is: [CH2:1]([N:3]1[C:7](=[NH:8])/[C:6](=[CH:9]/[C:10]2[CH:15]=[CH:14][C:13]([O:16][CH2:28][C:29]3[CH:34]=[CH:33][CH:32]=[CH:31][C:30]=3[C:35]([F:36])([F:37])[F:38])=[C:12]([O:17][CH3:18])[CH:11]=2)/[N:5]([CH3:19])[C:4]1=[O:20])[CH3:2].